From a dataset of Peptide-MHC class I binding affinity with 185,985 pairs from IEDB/IMGT. Regression. Given a peptide amino acid sequence and an MHC pseudo amino acid sequence, predict their binding affinity value. This is MHC class I binding data. (1) The peptide sequence is PLHILASNKK. The MHC is HLA-A03:01 with pseudo-sequence HLA-A03:01. The binding affinity (normalized) is 0.325. (2) The peptide sequence is STHNDEIMR. The MHC is H-2-Db with pseudo-sequence H-2-Db. The binding affinity (normalized) is 0. (3) The peptide sequence is YSTVRDLFL. The MHC is HLA-B15:17 with pseudo-sequence HLA-B15:17. The binding affinity (normalized) is 1.00. (4) The peptide sequence is FSSLRREHIK. The MHC is HLA-A11:01 with pseudo-sequence HLA-A11:01. The binding affinity (normalized) is 0.480. (5) The peptide sequence is YITDYSNDI. The MHC is HLA-A68:02 with pseudo-sequence HLA-A68:02. The binding affinity (normalized) is 0.0847.